From a dataset of Reaction yield outcomes from USPTO patents with 853,638 reactions. Predict the reaction yield, written as a fraction of the theoretical maximum amount of product (1.0 means a 100% yield; for example, 0.34 means a 34% yield). (1) The reactants are [NH2:1][C:2]1[CH:3]=[CH:4][C:5]2[CH2:11][CH2:10][CH:9]([NH:12][CH2:13][CH2:14][OH:15])[CH2:8][CH2:7][C:6]=2[C:16]=1[O:17][CH3:18].Cl[C:20]1[N:25]=[C:24]([NH:26][C:27]2[CH:32]=[CH:31][CH:30]=[CH:29][C:28]=2[S:33]([N:36]2[CH2:40][CH2:39][CH2:38][CH2:37]2)(=[O:35])=[O:34])[C:23]([Cl:41])=[CH:22][N:21]=1. No catalyst specified. The product is [Cl:41][C:23]1[C:24]([NH:26][C:27]2[CH:32]=[CH:31][CH:30]=[CH:29][C:28]=2[S:33]([N:36]2[CH2:40][CH2:39][CH2:38][CH2:37]2)(=[O:35])=[O:34])=[N:25][C:20]([NH:1][C:2]2[CH:3]=[CH:4][C:5]3[CH2:11][CH2:10][CH:9]([NH:12][CH2:13][CH2:14][OH:15])[CH2:8][CH2:7][C:6]=3[C:16]=2[O:17][CH3:18])=[N:21][CH:22]=1. The yield is 0.270. (2) The reactants are COC1C=C(OC)C=CC=1C[NH:6][C:7]1[CH:16]=[N:15][C:14]2[C:9](=[CH:10][CH:11]=[C:12]([CH3:17])[CH:13]=2)[N:8]=1.[C:24]([OH:30])([C:26]([F:29])([F:28])[F:27])=[O:25]. The catalyst is C(Cl)Cl. The product is [F:27][C:26]([F:29])([F:28])[C:24]([OH:30])=[O:25].[CH3:17][C:12]1[CH:13]=[C:14]2[C:9](=[CH:10][CH:11]=1)[N:8]=[C:7]([NH2:6])[CH:16]=[N:15]2. The yield is 0.860. (3) The reactants are [CH3:1][O:2][C:3](=[O:18])[C:4]1[C:5](=[C:10]([CH3:17])[C:11]([CH:15]=[CH2:16])=[CH:12][C:13]=1[OH:14])[C:6]([O:8][CH3:9])=[O:7]. The catalyst is C1C=CC=CC=1.CCOC(C)=O. The product is [CH3:1][O:2][C:3](=[O:18])[C:4]1[C:5](=[C:10]([CH3:17])[C:11]([CH2:15][CH3:16])=[CH:12][C:13]=1[OH:14])[C:6]([O:8][CH3:9])=[O:7]. The yield is 0.880. (4) The reactants are [CH2:1]([O:3][C:4]([CH2:6][CH:7]1[C:16]2[C:11](=[CH:12][C:13]([OH:17])=[CH:14][CH:15]=2)[CH2:10][CH2:9][N:8]1[C:18]([O:20][C:21]([CH3:24])([CH3:23])[CH3:22])=[O:19])=[O:5])[CH3:2].C(=O)([O-])[O-:26].[K+].[K+].[CH3:31][N:32]([CH3:36])[C:33](Cl)=[O:34].O. The catalyst is CN(C)C=O. The product is [CH3:31][N:32]([CH3:36])[C:33]([O:17][C:13]1([OH:26])[CH:14]=[CH:15][C:16]2[CH:7]([CH2:6][C:4]([O:3][CH2:1][CH3:2])=[O:5])[N:8]([C:18]([O:20][C:21]([CH3:23])([CH3:22])[CH3:24])=[O:19])[CH2:9][CH2:10][C:11]=2[CH2:12]1)=[O:34]. The yield is 0.950. (5) The yield is 0.290. The reactants are C([O:3][C:4](=[O:24])[CH2:5][O:6][C:7]1[CH:12]=[CH:11][C:10]([S:13][CH2:14][CH2:15][CH:16]([O:18]S(C)(=O)=O)[CH3:17])=[CH:9][C:8]=1[CH3:23])C.[F:25][C:26]1[CH:43]=[CH:42][C:29]([O:30][C:31]2[CH:36]=[C:35]([C:37]([F:40])([F:39])[F:38])[CH:34]=[CH:33][C:32]=2O)=[CH:28][CH:27]=1. The product is [F:25][C:26]1[CH:27]=[CH:28][C:29]([O:30][C:31]2[CH:36]=[C:35]([C:37]([F:38])([F:39])[F:40])[CH:34]=[CH:33][C:32]=2[O:18][C@H:16]([CH3:17])[CH2:15][CH2:14][S:13][C:10]2[CH:11]=[CH:12][C:7]([O:6][CH2:5][C:4]([OH:3])=[O:24])=[C:8]([CH3:23])[CH:9]=2)=[CH:42][CH:43]=1. No catalyst specified. (6) The reactants are Cl.F[C:3]1[CH:8]=[C:7]([F:9])[CH:6]=[CH:5][C:4]=1[C:10]([CH:13]1[CH2:18][CH2:17][NH:16][CH2:15][CH2:14]1)=[N:11][OH:12].[OH-].[K+]. No catalyst specified. The product is [F:9][C:7]1[CH:6]=[CH:5][C:4]2[C:10]([CH:13]3[CH2:18][CH2:17][NH:16][CH2:15][CH2:14]3)=[N:11][O:12][C:3]=2[CH:8]=1. The yield is 0.750.